Dataset: Full USPTO retrosynthesis dataset with 1.9M reactions from patents (1976-2016). Task: Predict the reactants needed to synthesize the given product. (1) Given the product [CH3:13][O:14][C:15]1[CH:22]=[CH:21][C:18]([CH2:19][N:20]2[CH2:8][CH:7]=[CH:6][CH2:5]2)=[CH:17][CH:16]=1, predict the reactants needed to synthesize it. The reactants are: CS([CH2:5][CH:6]=[CH:7][CH2:8]S(C)(=O)=O)(=O)=O.[CH3:13][O:14][C:15]1[CH:22]=[CH:21][C:18]([CH2:19][NH2:20])=[CH:17][CH:16]=1. (2) Given the product [F:1][C:2]1[CH:7]=[C:6]([I:8])[CH:5]=[CH:4][C:3]=1[NH:9][C:10]1[N:15]([CH3:16])[C:14](=[O:17])[N:13]([CH3:18])[C:12](=[O:19])[C:11]=1[C:20]([C:32]1[CH:31]=[C:30]([CH3:29])[O:34][N:33]=1)=[O:21], predict the reactants needed to synthesize it. The reactants are: [F:1][C:2]1[CH:7]=[C:6]([I:8])[CH:5]=[CH:4][C:3]=1[NH:9][C:10]1[N:15]([CH3:16])[C:14](=[O:17])[N:13]([CH3:18])[C:12](=[O:19])[C:11]=1[C:20](OC1C=CC=CC=1)=[O:21].[CH3:29][C:30]1[O:34][N:33]=[C:32](C(Cl)=O)[CH:31]=1.